This data is from Catalyst prediction with 721,799 reactions and 888 catalyst types from USPTO. The task is: Predict which catalyst facilitates the given reaction. (1) Reactant: Cl[C:2]1[N:3]=[N:4][C:5]([C:8]2[CH:13]=[CH:12][CH:11]=[CH:10][N:9]=2)=[CH:6][CH:7]=1.[NH:14]1[CH2:19][CH2:18][NH:17][CH2:16][CH2:15]1. Product: [N:14]1([C:2]2[N:3]=[N:4][C:5]([C:8]3[CH:13]=[CH:12][CH:11]=[CH:10][N:9]=3)=[CH:6][CH:7]=2)[CH2:19][CH2:18][NH:17][CH2:16][CH2:15]1. The catalyst class is: 10. (2) Reactant: [C:23]1([CH3:28])[CH:24]=[CH:25][CH:26]=[CH:27][C:22]=1[O:21][C:18]1[CH:17]=[CH:16][C:15]([CH2:14]O[CH2:14][C:15]2[CH:20]=[CH:19][C:18]([O:21][C:22]3[CH:27]=[CH:26][CH:25]=[CH:24][C:23]=3[CH3:28])=[CH:17][CH:16]=2)=[CH:20][CH:19]=1.NCCCCN.C([Li])CCC.Cl[CH2:44][CH2:45][N:46]([CH:50]([CH3:52])[CH3:51])[CH:47]([CH3:49])[CH3:48].[Cl-].[NH4+]. Product: [CH:47]([N:46]([CH:50]([CH3:52])[CH3:51])[CH2:45][CH2:44][CH:22]([C:27]1[CH:26]=[CH:25][CH:24]=[CH:23][CH:28]=1)[O:21][C:18]1[CH:17]=[CH:16][C:15]([CH3:14])=[CH:20][CH:19]=1)([CH3:49])[CH3:48]. The catalyst class is: 392. (3) Reactant: C([O:9][CH2:10][CH2:11][N:12]1[C:20]2[C:19](Cl)=[N:18][CH:17]=[N:16][C:15]=2[CH:14]=[CH:13]1)(=O)C1C=CC=CC=1.[CH3:22][C:23]1[CH:24]=[C:25]([CH:27]=[CH:28][C:29]=1[O:30][C:31]1[CH:36]=[CH:35][CH:34]=[C:33]([O:37][CH2:38][CH2:39][CH:40]([CH3:42])[CH3:41])[CH:32]=1)[NH2:26].[OH-].[Na+]. Product: [CH3:22][C:23]1[CH:24]=[C:25]([NH:26][C:19]2[C:20]3[N:12]([CH2:11][CH2:10][OH:9])[CH:13]=[CH:14][C:15]=3[N:16]=[CH:17][N:18]=2)[CH:27]=[CH:28][C:29]=1[O:30][C:31]1[CH:36]=[CH:35][CH:34]=[C:33]([O:37][CH2:38][CH2:39][CH:40]([CH3:41])[CH3:42])[CH:32]=1. The catalyst class is: 32. (4) Reactant: ClC(Cl)(Cl)CO[C:5](=[O:23])[NH:6][C:7]1[N:8]([C:16]2[CH:21]=[CH:20][C:19]([CH3:22])=[CH:18][CH:17]=2)[N:9]=[C:10]([C:12]([CH3:15])([CH3:14])[CH3:13])[CH:11]=1.[CH3:26][N:27]1[CH2:32][CH2:31][CH2:30][C@H:29]([C:33]2[N:37]3[CH:38]=[C:39]([O:42][C@H:43]4[C:52]5[C:47](=[CH:48][CH:49]=[CH:50][CH:51]=5)[C@@H:46]([NH2:53])[CH2:45][CH2:44]4)[CH:40]=[CH:41][C:36]3=[N:35][N:34]=2)[CH2:28]1.CCN(C(C)C)C(C)C. Product: [C:12]([C:10]1[CH:11]=[C:7]([NH:6][C:5]([NH:53][C@@H:46]2[C:47]3[C:52](=[CH:51][CH:50]=[CH:49][CH:48]=3)[C@H:43]([O:42][C:39]3[CH:40]=[CH:41][C:36]4[N:37]([C:33]([C@H:29]5[CH2:30][CH2:31][CH2:32][N:27]([CH3:26])[CH2:28]5)=[N:34][N:35]=4)[CH:38]=3)[CH2:44][CH2:45]2)=[O:23])[N:8]([C:16]2[CH:21]=[CH:20][C:19]([CH3:22])=[CH:18][CH:17]=2)[N:9]=1)([CH3:14])([CH3:15])[CH3:13]. The catalyst class is: 12. (5) Reactant: C(OC(=O)O[C@H:6]1[CH2:10][C@@H:9]([N:11]2[CH:19]=[N:18][C:17]3[C:12]2=[N:13][C:14]([Cl:21])=[N:15][C:16]=3[Cl:20])[CH:8]=[CH:7]1)C.[NH:23]([C:31]([O:33][C:34]([CH3:37])([CH3:36])[CH3:35])=[O:32])[C:24]([O:26][C:27]([CH3:30])([CH3:29])[CH3:28])=[O:25].C1(P(C2C=CC=CC=2)C2C=CC=CC=2)C=CC=CC=1. Product: [C:31]([N:23]([C:24]([O:26][C:27]([CH3:30])([CH3:29])[CH3:28])=[O:25])[C@H:6]1[CH2:10][C@@H:9]([N:11]2[CH:19]=[N:18][C:17]3[C:12]2=[N:13][C:14]([Cl:21])=[N:15][C:16]=3[Cl:20])[CH:8]=[CH:7]1)([O:33][C:34]([CH3:36])([CH3:37])[CH3:35])=[O:32]. The catalyst class is: 110. (6) Reactant: BrC1C(=O)[O:4][C:5]2[C:10](C=1C)=[CH:9]C=[C:7]([OH:13])[CH:6]=2.[N:15]1[CH:20]=[CH:19][CH:18]=[CH:17][CH:16]=1.[O:21](C(C(F)(F)F)=O)C(C(F)(F)F)=O. Product: [OH:4][C:5]1[CH:10]=[CH:9][C:20]2[NH:15][C:16](=[O:21])[CH:17]=[CH:18][C:19]=2[C:6]=1[CH:7]=[O:13]. The catalyst class is: 2. (7) Reactant: [CH3:1][CH:2]([O:4][C:5]1[CH:6]=[C:7]([O:25][C:26]2[CH:31]=[CH:30][C:29]([S:32]([CH3:35])(=[O:34])=[O:33])=[CH:28][N:27]=2)[CH:8]=[C:9]2[C:13]=1[NH:12][C:11]([C:14]1[S:15][CH:16]([CH2:19][C:20]([O:22]CC)=[O:21])[CH2:17][N:18]=1)=[CH:10]2)[CH3:3].O1CCCC1.[OH-].[Na+].Cl. Product: [CH3:3][CH:2]([O:4][C:5]1[CH:6]=[C:7]([O:25][C:26]2[CH:31]=[CH:30][C:29]([S:32]([CH3:35])(=[O:33])=[O:34])=[CH:28][N:27]=2)[CH:8]=[C:9]2[C:13]=1[NH:12][C:11]([C:14]1[S:15][CH:16]([CH2:19][C:20]([OH:22])=[O:21])[CH2:17][N:18]=1)=[CH:10]2)[CH3:1]. The catalyst class is: 97.